Dataset: Reaction yield outcomes from USPTO patents with 853,638 reactions. Task: Predict the reaction yield, written as a fraction of the theoretical maximum amount of product (1.0 means a 100% yield; for example, 0.34 means a 34% yield). (1) The reactants are [CH3:1][O:2][C:3]1[CH:4]=[C:5]([CH:8]=[CH:9][CH:10]=1)[CH:6]=[O:7].Br[C:12]1[CH:17]=[CH:16][CH:15]=[C:14]([O:18][CH3:19])[CH:13]=1.C([Li])CCC.COC1C=C(C(C2C=CC=C(OC)C=2)=CC#N)C=C(OC)C=1. No catalyst specified. The product is [CH3:1][O:2][C:3]1[CH:4]=[C:5]([CH:6]([C:12]2[CH:17]=[CH:16][CH:15]=[C:14]([O:18][CH3:19])[CH:13]=2)[OH:7])[CH:8]=[CH:9][CH:10]=1. The yield is 1.00. (2) The reactants are [OH:1][C:2]1[CH:7]=[CH:6][C:5]([CH2:8][CH2:9][CH2:10]O)=[CH:4][CH:3]=1.[ClH:12]. The catalyst is O. The product is [Cl:12][CH2:10][CH2:9][CH2:8][C:5]1[CH:6]=[CH:7][C:2]([OH:1])=[CH:3][CH:4]=1. The yield is 0.900. (3) The reactants are [CH3:1][O:2][CH2:3][C:4]1[N:8]([CH3:9])[N:7]=[C:6]([NH2:10])[CH:5]=1.Br[C:12]1[C:13](=[O:20])[N:14]([CH3:19])[CH:15]=[C:16]([Br:18])[CH:17]=1. No catalyst specified. The product is [Br:18][C:16]1[CH:17]=[C:12]([NH:10][C:6]2[CH:5]=[C:4]([CH2:3][O:2][CH3:1])[N:8]([CH3:9])[N:7]=2)[C:13](=[O:20])[N:14]([CH3:19])[CH:15]=1. The yield is 0.700. (4) The reactants are C1(P(C2C=CC=CC=2)C2C=CC=CC=2)C=CC=CC=1.[F:20][C:21]1[CH:26]=[C:25]([OH:27])[CH:24]=[C:23]([F:28])[C:22]=1[C:29]1[N:34]=[C:33]([C:35]([O:37][CH3:38])=[O:36])[CH:32]=[CH:31][C:30]=1[F:39].O[CH2:41][CH2:42][N:43]1[CH2:47][CH2:46][CH2:45][C:44]1=[O:48].CC(OC(/N=N/C(OC(C)C)=O)=O)C. The catalyst is C1COCC1. The product is [F:20][C:21]1[CH:26]=[C:25]([O:27][CH2:41][CH2:42][N:43]2[CH2:47][CH2:46][CH2:45][C:44]2=[O:48])[CH:24]=[C:23]([F:28])[C:22]=1[C:29]1[N:34]=[C:33]([C:35]([O:37][CH3:38])=[O:36])[CH:32]=[CH:31][C:30]=1[F:39]. The yield is 0.960. (5) The reactants are C(OC([NH:8][C@@H:9]([CH2:35][C:36]1[CH:37]=[N:38][C:39]([F:43])=[C:40]([Cl:42])[CH:41]=1)[CH2:10][N:11]([C:19]1[S:20][C:21]([C:24]2[CH:25]=[C:26]3[C:31](=[CH:32][CH:33]=2)[CH:30]=[N:29][C:28]([F:34])=[CH:27]3)=[CH:22][N:23]=1)C(=O)OC(C)(C)C)=O)(C)(C)C.C(O)(C(F)(F)F)=O. The catalyst is C(Cl)Cl. The product is [NH2:8][C@@H:9]([CH2:35][C:36]1[CH:37]=[N:38][C:39]([F:43])=[C:40]([Cl:42])[CH:41]=1)[CH2:10][NH:11][C:19]1[S:20][C:21]([C:24]2[CH:25]=[C:26]3[C:31](=[CH:32][CH:33]=2)[CH:30]=[N:29][C:28]([F:34])=[CH:27]3)=[CH:22][N:23]=1. The yield is 0.270. (6) The reactants are [CH3:1][C:2]1([CH3:20])[CH:7]2[CH2:8][CH:3]1[CH2:4][CH2:5][CH:6]2[CH2:9][CH2:10][O:11][C:12]1[CH:19]=[CH:18][C:15]([CH:16]=O)=[CH:14][CH:13]=1.CN1CCC(=C2[C:36]3[N:37]=[CH:38][CH:39]=[CH:40]C=3CCC3C=CC=CC2=3)CC1.[CH:43](=[O:50])C1C=CC=CC=1.Cl.N(CC(O)=[O:56])C. No catalyst specified. The product is [CH3:43][O:50][C:40]([CH:39]1[CH2:38][N:37]([CH2:16][C:15]2[CH:18]=[CH:19][C:12]([O:11][CH2:10][CH2:9][CH:6]3[CH2:5][CH2:4][CH:3]4[CH2:8][CH:7]3[C:2]4([CH3:20])[CH3:1])=[CH:13][CH:14]=2)[CH2:36]1)=[O:56]. The yield is 0.760.